This data is from Catalyst prediction with 721,799 reactions and 888 catalyst types from USPTO. The task is: Predict which catalyst facilitates the given reaction. (1) Reactant: C([O:8][NH:9][C:10](=[O:32])[CH2:11][CH2:12][CH2:13][CH2:14][CH2:15][CH2:16][CH2:17][O:18][C:19]1[CH:31]=[CH:30][C:29]2[C:28]3[C:23](=[CH:24][CH:25]=[CH:26][CH:27]=3)[NH:22][C:21]=2[CH:20]=1)C1C=CC=CC=1. Product: [OH:8][NH:9][C:10](=[O:32])[CH2:11][CH2:12][CH2:13][CH2:14][CH2:15][CH2:16][CH2:17][O:18][C:19]1[CH:31]=[CH:30][C:29]2[C:28]3[C:23](=[CH:24][CH:25]=[CH:26][CH:27]=3)[NH:22][C:21]=2[CH:20]=1. The catalyst class is: 312. (2) Reactant: [CH3:1][C:2]1[CH:7]=[C:6]([C:8]2[CH:9]=[N:10][N:11]([CH3:13])[CH:12]=2)[CH:5]=[CH:4][C:3]=1[C:14]1[CH:15]=[N:16][CH:17]=[C:18]2[C:23]=1[N:22]=[C:21](O)[CH:20]=[CH:19]2.O=P(Cl)(Cl)[Cl:27].CN(C=O)C. Product: [Cl:27][C:21]1[CH:20]=[CH:19][C:18]2[C:23](=[C:14]([C:3]3[CH:4]=[CH:5][C:6]([C:8]4[CH:9]=[N:10][N:11]([CH3:13])[CH:12]=4)=[CH:7][C:2]=3[CH3:1])[CH:15]=[N:16][CH:17]=2)[N:22]=1. The catalyst class is: 23. (3) Reactant: [CH:1]1([CH:7]=[CH:8][C:9]([OH:11])=O)[CH2:6][CH2:5][CH2:4][CH2:3][CH2:2]1.S(Cl)([Cl:14])=O. Product: [CH:1]1([CH:7]=[CH:8][C:9]([Cl:14])=[O:11])[CH2:6][CH2:5][CH2:4][CH2:3][CH2:2]1. The catalyst class is: 139. (4) Reactant: [NH2:1][C:2]1[C:7]([O:8][CH2:9][C:10]2[CH:17]=[CH:16][CH:15]=[CH:14][C:11]=2[C:12]#[N:13])=[CH:6][C:5](Br)=[CH:4][N:3]=1.[C:19]([C:22]1[CH:27]=[CH:26][C:25](B(O)O)=[CH:24][CH:23]=1)([OH:21])=[O:20].C(=O)([O-])[O-].[K+].[K+].CN(C)C=O. Product: [NH2:1][C:2]1[N:3]=[CH:4][C:5]([C:25]2[CH:26]=[CH:27][C:22]([C:19]([OH:21])=[O:20])=[CH:23][CH:24]=2)=[CH:6][C:7]=1[O:8][CH2:9][C:10]1[CH:17]=[CH:16][CH:15]=[CH:14][C:11]=1[C:12]#[N:13]. The catalyst class is: 103.